From a dataset of Full USPTO retrosynthesis dataset with 1.9M reactions from patents (1976-2016). Predict the reactants needed to synthesize the given product. (1) Given the product [O:74]1[CH:75]=[CH:76][C:72]([NH:71][S:68]([C:64]2[CH:63]=[C:62]3[C:67](=[CH:66][CH:65]=2)[N:58]([C:55]2[CH:54]=[CH:53][C:52]([C:5]4[CH:6]=[CH:7][CH:8]=[C:3]([C:2]([F:13])([F:12])[F:1])[CH:4]=4)=[CH:57][CH:56]=2)[C:59](=[O:77])[CH:60]=[CH:61]3)(=[O:70])=[O:69])=[N:73]1, predict the reactants needed to synthesize it. The reactants are: [F:1][C:2]([F:13])([F:12])[C:3]1[CH:4]=[C:5](B(O)O)[CH:6]=[CH:7][CH:8]=1.COC1C=CC=C(OC)C=1C1C=CC=CC=1P(C1CCCCC1)C1CCCCC1.P([O-])([O-])([O-])=O.[K+].[K+].[K+].Cl[C:52]1[CH:57]=[CH:56][C:55]([N:58]2[C:67]3[C:62](=[CH:63][C:64]([S:68]([NH:71][C:72]4[CH:76]=[CH:75][O:74][N:73]=4)(=[O:70])=[O:69])=[CH:65][CH:66]=3)[CH:61]=[CH:60][C:59]2=[O:77])=[CH:54][CH:53]=1. (2) Given the product [CH3:26][O:25][C:23](=[O:24])[CH:22]([NH:1][CH2:2][CH:3]1[CH2:6][CH2:5][N:4]1[C:7]([O:9][C:10]([CH3:13])([CH3:12])[CH3:11])=[O:8])[CH2:27][O:28][CH3:29], predict the reactants needed to synthesize it. The reactants are: [NH2:1][CH2:2][CH:3]1[CH2:6][CH2:5][N:4]1[C:7]([O:9][C:10]([CH3:13])([CH3:12])[CH3:11])=[O:8].C(N(CC)CC)C.Br[CH:22]([CH2:27][O:28][CH3:29])[C:23]([O:25][CH3:26])=[O:24]. (3) Given the product [NH2:2][CH:3]([CH2:9][CH2:10][C:11]1[CH:12]=[CH:13][CH:14]=[CH:15][CH:16]=1)[CH2:4][CH2:5][C:6]([OH:8])=[O:7], predict the reactants needed to synthesize it. The reactants are: O[N:2]=[C:3]([CH2:9][CH2:10][C:11]1[CH:16]=[CH:15][CH:14]=[CH:13][CH:12]=1)[CH2:4][CH2:5][C:6]([OH:8])=[O:7]. (4) Given the product [NH2:20][C:17]1[CH:16]=[CH:15][C:14]([CH2:13][N:11]2[C:12]3[C:7](=[C:6]([CH2:24][CH:25]4[S:29][C:28](=[O:30])[NH:27][C:26]4=[O:31])[CH:5]=[CH:4][C:3]=3[O:2][CH3:1])[CH2:8][CH2:9][C:10]2=[O:23])=[CH:19][CH:18]=1, predict the reactants needed to synthesize it. The reactants are: [CH3:1][O:2][C:3]1[CH:4]=[CH:5][C:6]([CH2:24][CH:25]2[S:29][C:28](=[O:30])[NH:27][C:26]2=[O:31])=[C:7]2[C:12]=1[N:11]([CH2:13][C:14]1[CH:19]=[CH:18][C:17]([N+:20]([O-])=O)=[CH:16][CH:15]=1)[C:10](=[O:23])[CH2:9][CH2:8]2. (5) Given the product [N:1]([C:38]([CH2:40][O:41][CH2:42][C:43]([NH:49][CH2:50][C:51]([NH:53][CH2:54][C:55]([NH:57][CH2:58][C:59]([O:61][CH2:62][C:63]1[CH:64]=[CH:65][CH:66]=[CH:67][CH:68]=1)=[O:60])=[O:56])=[O:52])=[O:45])=[O:39])([CH2:2][CH2:3][CH2:4][CH2:5][CH2:6][CH2:7][CH2:8][CH2:9][CH2:10][CH2:11][CH2:12][CH2:13][CH2:14][CH2:15][CH2:16][CH2:17][CH2:18][CH3:19])[CH2:20][CH2:21][CH2:22][CH2:23][CH2:24][CH2:25][CH2:26][CH2:27][CH2:28][CH2:29][CH2:30][CH2:31][CH2:32][CH2:33][CH2:34][CH2:35][CH2:36][CH3:37], predict the reactants needed to synthesize it. The reactants are: [N:1]([C:38]([CH2:40][O:41][CH2:42][C:43]([OH:45])=O)=[O:39])([CH2:20][CH2:21][CH2:22][CH2:23][CH2:24][CH2:25][CH2:26][CH2:27][CH2:28][CH2:29][CH2:30][CH2:31][CH2:32][CH2:33][CH2:34][CH2:35][CH2:36][CH3:37])[CH2:2][CH2:3][CH2:4][CH2:5][CH2:6][CH2:7][CH2:8][CH2:9][CH2:10][CH2:11][CH2:12][CH2:13][CH2:14][CH2:15][CH2:16][CH2:17][CH2:18][CH3:19].C(Cl)Cl.[NH2:49][CH2:50][C:51]([NH:53][CH2:54][C:55]([NH:57][CH2:58][C:59]([O:61][CH2:62][C:63]1[CH:68]=[CH:67][CH:66]=[CH:65][CH:64]=1)=[O:60])=[O:56])=[O:52].CC1C=CC(S(O)(=O)=O)=CC=1. (6) Given the product [ClH:31].[ClH:31].[NH:3]1[C:7]2[CH:8]=[CH:9][CH:10]=[CH:11][C:6]=2[N:5]=[C:4]1[C@H:12]([NH2:23])[CH2:13][C:14]1[CH:19]=[CH:18][C:17]([O:20][CH2:21][CH3:22])=[CH:16][CH:15]=1, predict the reactants needed to synthesize it. The reactants are: N#N.[NH:3]1[C:7]2[CH:8]=[CH:9][CH:10]=[CH:11][C:6]=2[N:5]=[C:4]1[C@H:12]([NH:23]C(=O)OC(C)(C)C)[CH2:13][C:14]1[CH:19]=[CH:18][C:17]([O:20][CH2:21][CH3:22])=[CH:16][CH:15]=1.[ClH:31].